This data is from Forward reaction prediction with 1.9M reactions from USPTO patents (1976-2016). The task is: Predict the product of the given reaction. (1) Given the reactants COC1C=C(OC)C=CC=1C[N:6]([C:39]1[CH:44]=[CH:43][N:42]=[CH:41][N:40]=1)[S:7]([C:10]1[CH:15]=[C:14]([F:16])[C:13]([O:17][C@H:18]2[CH2:23][CH2:22][CH2:21][CH2:20][C@@H:19]2[C:24]2[C:25]([N+:35]([O-])=O)=[N:26][N:27](C3CCCCO3)[CH:28]=2)=[CH:12][C:11]=1[F:38])(=[O:9])=[O:8].[Cl-].[NH4+].C([SiH](CC)CC)C.CO, predict the reaction product. The product is: [NH2:35][C:25]1[C:24]([C@H:19]2[CH2:20][CH2:21][CH2:22][CH2:23][C@@H:18]2[O:17][C:13]2[C:14]([F:16])=[CH:15][C:10]([S:7]([NH:6][C:39]3[CH:44]=[CH:43][N:42]=[CH:41][N:40]=3)(=[O:8])=[O:9])=[C:11]([F:38])[CH:12]=2)=[CH:28][NH:27][N:26]=1. (2) Given the reactants C(OC(=O)[NH:7][CH2:8][CH2:9][N:10]1[C:18]2[C:13](=[CH:14][CH:15]=[CH:16][CH:17]=2)[C:12]2[CH:19]=[C:20]([C:24]([NH2:26])=[O:25])[C:21]([NH2:23])=[N:22][C:11]1=2)(C)(C)C.[ClH:28], predict the reaction product. The product is: [ClH:28].[NH2:23][C:21]1[C:20]([C:24]([NH2:26])=[O:25])=[CH:19][C:12]2[C:13]3[C:18](=[CH:17][CH:16]=[CH:15][CH:14]=3)[N:10]([CH2:9][CH2:8][NH2:7])[C:11]=2[N:22]=1. (3) Given the reactants [C:7](OO[C:7]([CH3:10])([CH3:9])[CH3:8])([CH3:10])([CH3:9])[CH3:8].C([OH:13])C.[OH2:14], predict the reaction product. The product is: [C:10]([OH:13])(=[O:14])[CH:7]=[CH2:9].[C:10]([OH:13])(=[O:14])[C:7]([CH3:8])=[CH2:9]. (4) Given the reactants [N:1]1[CH:6]=[CH:5][C:4]([N:7]2[CH2:12][CH2:11][CH:10]([C:13]([OH:15])=O)[CH2:9][CH2:8]2)=[CH:3][CH:2]=1.S(Cl)(Cl)=O.[Si:20]([O:27][C:28]1[CH:29]=[CH:30][C:31]([N:35]2[C:39](=[O:40])[C:38]3=[CH:41][CH:42]=[CH:43][CH:44]=[C:37]3[C:36]2=[O:45])=[C:32]([CH:34]=1)[NH2:33])([C:23]([CH3:26])([CH3:25])[CH3:24])([CH3:22])[CH3:21].C(Cl)Cl.CO.[OH-].[NH4+], predict the reaction product. The product is: [Si:20]([O:27][C:28]1[CH:29]=[CH:30][C:31]([N:35]2[C:36](=[O:45])[C:37]3=[CH:44][CH:43]=[CH:42][CH:41]=[C:38]3[C:39]2=[O:40])=[C:32]([CH:34]=1)[NH:33][C:13]([CH:10]1[CH2:9][CH2:8][N:7]([C:4]2[CH:3]=[CH:2][N:1]=[CH:6][CH:5]=2)[CH2:12][CH2:11]1)=[O:15])([C:23]([CH3:26])([CH3:25])[CH3:24])([CH3:22])[CH3:21].